The task is: Predict the reactants needed to synthesize the given product.. This data is from Full USPTO retrosynthesis dataset with 1.9M reactions from patents (1976-2016). (1) Given the product [C:8]([O:46][CH:39]([C:36]1[CH:37]=[CH:38][N:33]([C:30]2[CH:31]=[CH:32][C:27]([O:26][C:17]3[C:16]4[C:21](=[CH:22][C:23]([O:24][CH3:25])=[C:14]([O:13][CH3:12])[CH:15]=4)[N:20]=[CH:19][CH:18]=3)=[C:28]([F:48])[CH:29]=2)[C:34](=[O:47])[CH:35]=1)[C:40]1[CH:45]=[CH:44][CH:43]=[CH:42][CH:41]=1)(=[O:10])[CH3:9], predict the reactants needed to synthesize it. The reactants are: C(N(CC)CC)C.[C:8](Cl)(=[O:10])[CH3:9].[CH3:12][O:13][C:14]1[CH:15]=[C:16]2[C:21](=[CH:22][C:23]=1[O:24][CH3:25])[N:20]=[CH:19][CH:18]=[C:17]2[O:26][C:27]1[CH:32]=[CH:31][C:30]([N:33]2[CH:38]=[CH:37][C:36]([CH:39]([OH:46])[C:40]3[CH:45]=[CH:44][CH:43]=[CH:42][CH:41]=3)=[CH:35][C:34]2=[O:47])=[CH:29][C:28]=1[F:48].O. (2) Given the product [F:1][C:2]1[C:7]([F:8])=[CH:6][CH:5]=[CH:4][C:3]=1[CH:9]1[CH2:14][CH2:13][N:12]([CH3:15])[CH2:11][CH2:10]1, predict the reactants needed to synthesize it. The reactants are: [F:1][C:2]1[C:7]([F:8])=[CH:6][CH:5]=[CH:4][C:3]=1[CH:9]1[CH2:14][CH2:13][NH:12][CH2:11][CH2:10]1.[C:15](=O)([O-])[O-].[K+].[K+].IC. (3) Given the product [C:1]([NH:4][C:5]1[C:9]([NH2:10])=[CH:8][S:7][C:6]=1[C:13]([O:15][CH3:16])=[O:14])(=[O:3])[CH3:2], predict the reactants needed to synthesize it. The reactants are: [C:1]([NH:4][C:5]1[C:9]([N+:10]([O-])=O)=[CH:8][S:7][C:6]=1[C:13]([O:15][CH3:16])=[O:14])(=[O:3])[CH3:2].Cl([O-])=O.[Ca+2].Cl([O-])=O.C(O)C. (4) Given the product [F:1][C:2]1[CH:3]=[C:4]([CH:13]2[CH2:18][N:17]([C:30]([O:32][C:33]([CH3:36])([CH3:35])[CH3:34])=[O:31])[CH2:16][CH:15]([C:19]([O:21][CH3:22])=[O:20])[CH2:14]2)[CH:5]=[CH:6][C:7]=1[O:8][C:9]([F:12])([F:10])[F:11], predict the reactants needed to synthesize it. The reactants are: [F:1][C:2]1[CH:3]=[C:4]([CH:13]2[CH2:18][NH:17][CH2:16][CH:15]([C:19]([O:21][CH3:22])=[O:20])[CH2:14]2)[CH:5]=[CH:6][C:7]=1[O:8][C:9]([F:12])([F:11])[F:10].C(N(CC)CC)C.[C:30](O[C:30]([O:32][C:33]([CH3:36])([CH3:35])[CH3:34])=[O:31])([O:32][C:33]([CH3:36])([CH3:35])[CH3:34])=[O:31]. (5) The reactants are: [Br:1][C:2]1[CH:11]=[CH:10][C:9]2[N:8]=[CH:7][C:6]3[NH:12][C:13](=[O:26])[N:14]([C:15]4[CH:20]=[CH:19][C:18]([C:21]([CH3:25])([CH3:24])[C:22]#[N:23])=[CH:17][CH:16]=4)[C:5]=3[C:4]=2[CH:3]=1.C(N(CC)CC)C.[N:34]1[C:43]2[C:38](=[CH:39][CH:40]=[CH:41][C:42]=2[S:44](Cl)(=[O:46])=[O:45])[CH:37]=[CH:36][CH:35]=1.O. Given the product [Br:1][C:2]1[CH:11]=[CH:10][C:9]2[N:8]=[CH:7][C:6]3[N:12]([S:44]([C:42]4[CH:41]=[CH:40][CH:39]=[C:38]5[C:43]=4[N:34]=[CH:35][CH:36]=[CH:37]5)(=[O:45])=[O:46])[C:13](=[O:26])[N:14]([C:15]4[CH:20]=[CH:19][C:18]([C:21]([CH3:24])([CH3:25])[C:22]#[N:23])=[CH:17][CH:16]=4)[C:5]=3[C:4]=2[CH:3]=1, predict the reactants needed to synthesize it. (6) Given the product [NH2:39][C:37](=[O:38])[CH2:36][O:18][C:15]1[CH:16]=[C:17]2[C:12](=[CH:13][CH:14]=1)[C:11](=[O:19])[N:10]([CH2:20][CH:21]([CH3:23])[CH3:22])[C:9]([CH2:24][NH:25][C:26](=[O:32])[O:27][C:28]([CH3:30])([CH3:29])[CH3:31])=[C:8]2[C:5]1[CH:4]=[CH:3][C:2]([Cl:1])=[CH:7][CH:6]=1, predict the reactants needed to synthesize it. The reactants are: [Cl:1][C:2]1[CH:7]=[CH:6][C:5]([C:8]2[C:17]3[C:12](=[CH:13][CH:14]=[C:15]([OH:18])[CH:16]=3)[C:11](=[O:19])[N:10]([CH2:20][CH:21]([CH3:23])[CH3:22])[C:9]=2[CH2:24][NH:25][C:26](=[O:32])[O:27][C:28]([CH3:31])([CH3:30])[CH3:29])=[CH:4][CH:3]=1.[H-].[Na+].I[CH2:36][C:37]([NH2:39])=[O:38].O. (7) Given the product [NH2:5][C:6]1[N:11]=[C:10]([C:12]2[S:16][C:15]3[CH:17]=[CH:18][C:19]([S:21][C:22]4[CH:23]=[C:24]([CH:29]=[CH:30][CH:31]=4)[C:25]([OH:27])=[O:26])=[CH:20][C:14]=3[C:13]=2[CH3:32])[CH:9]=[CH:8][N:7]=1, predict the reactants needed to synthesize it. The reactants are: [OH-].[Na+].CO.[NH2:5][C:6]1[N:11]=[C:10]([C:12]2[S:16][C:15]3[CH:17]=[CH:18][C:19]([S:21][C:22]4[CH:23]=[C:24]([CH:29]=[CH:30][CH:31]=4)[C:25]([O:27]C)=[O:26])=[CH:20][C:14]=3[C:13]=2[CH3:32])[CH:9]=[CH:8][N:7]=1.C(O)(=O)CC(CC(O)=O)(C(O)=O)O.